This data is from Full USPTO retrosynthesis dataset with 1.9M reactions from patents (1976-2016). The task is: Predict the reactants needed to synthesize the given product. (1) Given the product [CH3:32][C:33]1[CH:38]=[CH:37][N:36]=[C:35]([NH:39][C:2]2[C:10]3[O:9][CH2:8][C@@H:7]([N:11]([C:26](=[O:31])[C:27]([F:30])([F:29])[F:28])[C:12]4[CH:25]=[CH:24][C:15]5[C@H:16]([CH2:19][C:20]([O:22][CH3:23])=[O:21])[CH2:17][O:18][C:14]=5[CH:13]=4)[C:6]=3[CH:5]=[CH:4][CH:3]=2)[CH:34]=1, predict the reactants needed to synthesize it. The reactants are: Br[C:2]1[C:10]2[O:9][CH2:8][C@@H:7]([N:11]([C:26](=[O:31])[C:27]([F:30])([F:29])[F:28])[C:12]3[CH:25]=[CH:24][C:15]4[C@H:16]([CH2:19][C:20]([O:22][CH3:23])=[O:21])[CH2:17][O:18][C:14]=4[CH:13]=3)[C:6]=2[CH:5]=[CH:4][CH:3]=1.[CH3:32][C:33]1[CH:38]=[CH:37][N:36]=[C:35]([NH2:39])[CH:34]=1.C(=O)([O-])[O-].[Cs+].[Cs+].C1(P(C2C=CC=CC=2)C2C3OC4C(=CC=CC=4P(C4C=CC=CC=4)C4C=CC=CC=4)C(C)(C)C=3C=CC=2)C=CC=CC=1. (2) The reactants are: [CH3:1][NH:2][CH:3]1[CH2:7][CH2:6][CH2:5][CH2:4]1.Cl[C:9]1[N:14]=[C:13]([N:15]2[CH2:20][CH2:19][CH:18]([C:21]3[CH:26]=[CH:25][C:24]([CH2:27][CH:28]([NH:30][C:31](=[O:33])[CH3:32])[CH3:29])=[CH:23][CH:22]=3)[CH2:17][CH2:16]2)[CH:12]=[CH:11][N:10]=1. Given the product [CH:3]1([N:2]([CH3:1])[C:9]2[N:14]=[C:13]([N:15]3[CH2:16][CH2:17][CH:18]([C:21]4[CH:26]=[CH:25][C:24]([CH2:27][CH:28]([NH:30][C:31](=[O:33])[CH3:32])[CH3:29])=[CH:23][CH:22]=4)[CH2:19][CH2:20]3)[CH:12]=[CH:11][N:10]=2)[CH2:7][CH2:6][CH2:5][CH2:4]1, predict the reactants needed to synthesize it. (3) Given the product [Br:13][CH2:11][C:10]([C:4]1[CH:3]=[C:2]([F:1])[C:7]([OH:8])=[C:6]([F:9])[CH:5]=1)=[O:12], predict the reactants needed to synthesize it. The reactants are: [F:1][C:2]1[CH:3]=[C:4]([C:10](=[O:12])[CH3:11])[CH:5]=[C:6]([F:9])[C:7]=1[OH:8].[Br-:13].[Br-].[Br-].[NH+]1C=CC=CC=1.[NH+]1C=CC=CC=1.[NH+]1C=CC=CC=1. (4) Given the product [ClH:20].[NH2:8][CH:9]1[CH2:14][CH2:13][CH2:12][CH2:11][CH:10]1[C:15]([O:17][CH2:18][CH3:19])=[O:16], predict the reactants needed to synthesize it. The reactants are: C(OC([NH:8][C@@H:9]1[CH2:14][CH2:13][CH2:12][CH2:11][C@H:10]1[C:15]([O:17][CH2:18][CH3:19])=[O:16])=O)(C)(C)C.[ClH:20].CCOC(C)=O.